From a dataset of Full USPTO retrosynthesis dataset with 1.9M reactions from patents (1976-2016). Predict the reactants needed to synthesize the given product. (1) Given the product [CH:1]([C@@H:14]1[CH2:20][C@@H:19]([OH:18])[C@H:17]([NH:27][CH2:26][C:25]2[CH:28]=[CH:29][C:22]([F:21])=[CH:23][CH:24]=2)[CH2:16][O:15]1)([C:8]1[CH:13]=[CH:12][CH:11]=[CH:10][CH:9]=1)[C:2]1[CH:3]=[CH:4][CH:5]=[CH:6][CH:7]=1, predict the reactants needed to synthesize it. The reactants are: [CH:1]([C@@H:14]1[CH2:20][C@@H:19]2[C@@H:17]([O:18]2)[CH2:16][O:15]1)([C:8]1[CH:13]=[CH:12][CH:11]=[CH:10][CH:9]=1)[C:2]1[CH:7]=[CH:6][CH:5]=[CH:4][CH:3]=1.[F:21][C:22]1[CH:29]=[CH:28][C:25]([CH2:26][NH2:27])=[CH:24][CH:23]=1. (2) Given the product [CH3:1][O:2][C:3]([CH:4]1[C:5]([CH3:18])=[C:6]([C:7]2[CH:12]=[CH:11][CH:10]=[CH:9][C:8]=2[C:13]([F:16])([F:15])[F:14])[NH:20][CH2:19]1)=[O:21], predict the reactants needed to synthesize it. The reactants are: [CH3:1][O:2][C:3](=[O:21])[CH:4]([C:19]#[N:20])[CH:5]([CH3:18])[C:6](=O)[C:7]1[CH:12]=[CH:11][CH:10]=[CH:9][C:8]=1[C:13]([F:16])([F:15])[F:14]. (3) Given the product [Cl:1][C:2]1[CH:3]=[C:4]([C:12]2[O:14][N:37]=[C:38]([C:39]3[CH:47]=[CH:46][CH:45]=[C:44]4[C:40]=3[CH:41]=[N:42][N:43]4[CH2:48][C:49]([CH3:55])([CH3:56])[C:50]([O:52][CH2:53][CH3:54])=[O:51])[N:57]=2)[CH:5]=[N:6][C:7]=1[O:8][CH:9]([CH3:10])[CH3:11], predict the reactants needed to synthesize it. The reactants are: [Cl:1][C:2]1[CH:3]=[C:4]([C:12]([OH:14])=O)[CH:5]=[N:6][C:7]=1[O:8][CH:9]([CH3:11])[CH3:10].C(N(CC)CC)C.C1C=CC2N(O)N=NC=2C=1.C(Cl)CCl.O[NH:37][C:38](=[NH:57])[C:39]1[CH:47]=[CH:46][CH:45]=[C:44]2[C:40]=1[CH:41]=[N:42][N:43]2[CH2:48][C:49]([CH3:56])([CH3:55])[C:50]([O:52][CH2:53][CH3:54])=[O:51]. (4) Given the product [C:1]([C:5]1[CH:19]=[CH:18][C:8]([OH:9])=[CH:7][C:6]=1[F:20])([CH3:4])([CH3:2])[CH3:3], predict the reactants needed to synthesize it. The reactants are: [C:1]([C:5]1[CH:19]=[CH:18][C:8]([O:9]CC(OC(C)(C)C)=O)=[CH:7][C:6]=1[F:20])([CH3:4])([CH3:3])[CH3:2].FC(F)(F)C(O)=O.O1CCCC1. (5) Given the product [Br:1][C:2]1[CH:3]=[C:4]([Cl:15])[C:5]([CH:8]2[O:14][CH2:11][CH:10]([OH:16])[CH2:9]2)=[N:6][CH:7]=1, predict the reactants needed to synthesize it. The reactants are: [Br:1][C:2]1[CH:3]=[C:4]([Cl:15])[C:5]([CH:8]([OH:14])[CH:9](O)[CH2:10][CH2:11]O)=[N:6][CH:7]=1.[OH:16]S(C(F)(F)F)(=O)=O.C([O-])(O)=O.[Na+]. (6) Given the product [CH2:1]([C:3]1[N:7]([CH3:8])[N:6]([C:9]2[CH:14]=[CH:13][C:12]([F:15])=[CH:11][CH:10]=2)[C:5](=[O:16])[C:4]=1[C:17]([OH:19])=[O:18])[CH3:2], predict the reactants needed to synthesize it. The reactants are: [CH2:1]([C:3]1[N:7]([CH3:8])[N:6]([C:9]2[CH:14]=[CH:13][C:12]([F:15])=[CH:11][CH:10]=2)[C:5](=[O:16])[C:4]=1[C:17]([O:19]CC)=[O:18])[CH3:2].O1CCCC1.[OH-].[Na+]. (7) Given the product [C:8]([O:12][C:13]([N:15]1[CH2:18][CH:17]([N:19]2[CH:23]=[C:22]([C:24]3[C:25]([O:39][C:40]4[CH:45]=[CH:44][C:43]([F:46])=[CH:42][CH:41]=4)=[C:26]4[C:31](=[CH:32][CH:33]=3)[N:30]([C:34]([O:36][CH3:37])=[O:35])[C@@H:29]([CH3:38])[CH2:28][CH2:27]4)[CH:21]=[N:20]2)[CH2:16]1)=[O:14])([CH3:9])([CH3:10])[CH3:11], predict the reactants needed to synthesize it. The reactants are: FC(F)(F)C(O)=O.[C:8]([O:12][C:13]([N:15]1[CH2:18][CH:17]([N:19]2[CH:23]=[C:22]([C:24]3[C:25]([O:39][C:40]4[CH:45]=[CH:44][C:43]([F:46])=[C:42](Cl)[CH:41]=4)=[C:26]4[C:31](=[CH:32][CH:33]=3)[N:30]([C:34]([O:36][CH3:37])=[O:35])[C@@H:29]([CH3:38])[CH2:28][CH2:27]4)[CH:21]=[N:20]2)[CH2:16]1)=[O:14])([CH3:11])([CH3:10])[CH3:9]. (8) Given the product [Cl:21][C:6]1[CH:5]=[C:4]([N:22]2[C:27](=[O:28])[NH:26][C:25](=[O:29])[C:24]([C:30]#[N:31])=[N:23]2)[CH:3]=[C:2]([Cl:1])[C:7]=1[O:8][C:9]1[CH:14]=[C:13]([CH:15]([CH3:17])[CH3:16])[C:12](=[O:18])[N:11]([CH2:19][O:20][C:32](=[O:39])[C:33]2[CH:38]=[CH:37][N:36]=[CH:35][CH:34]=2)[N:10]=1, predict the reactants needed to synthesize it. The reactants are: [Cl:1][C:2]1[CH:3]=[C:4]([N:22]2[C:27](=[O:28])[NH:26][C:25](=[O:29])[C:24]([C:30]#[N:31])=[N:23]2)[CH:5]=[C:6]([Cl:21])[C:7]=1[O:8][C:9]1[CH:14]=[C:13]([CH:15]([CH3:17])[CH3:16])[C:12](=[O:18])[N:11]([CH2:19][OH:20])[N:10]=1.[C:32](O)(=[O:39])[C:33]1[CH:38]=[CH:37][N:36]=[CH:35][CH:34]=1. (9) Given the product [CH3:17][O:18][C:19]1[CH:24]=[CH:23][C:22]([O:25][CH3:26])=[CH:21][C:20]=1[C:14]1[CH:13]=[N:12][C:11]2=[C:7]([N:4]3[CH2:5][CH2:6][O:1][CH2:2][CH2:3]3)[S:8][N:9]=[C:10]2[CH:15]=1, predict the reactants needed to synthesize it. The reactants are: [O:1]1[CH2:6][CH2:5][N:4]([C:7]2[S:8][N:9]=[C:10]3[CH:15]=[C:14](Br)[CH:13]=[N:12][C:11]=23)[CH2:3][CH2:2]1.[CH3:17][O:18][C:19]1[CH:24]=[CH:23][C:22]([O:25][CH3:26])=[CH:21][C:20]=1B(O)O.C([O-])([O-])=O.[K+].[K+].